This data is from Human intestinal absorption (HIA) binary classification data from Hou et al.. The task is: Regression/Classification. Given a drug SMILES string, predict its absorption, distribution, metabolism, or excretion properties. Task type varies by dataset: regression for continuous measurements (e.g., permeability, clearance, half-life) or binary classification for categorical outcomes (e.g., BBB penetration, CYP inhibition). Dataset: hia_hou. (1) The compound is CC1(C)O[C@H]2C[C@H]3[C@@H]4C[C@H](F)C5=CC(=O)C=C[C@]5(C)[C@H]4[C@H](O)C[C@@]3(C)[C@@]2(C(=O)CO)O1. The result is 1 (good absorption). (2) The drug is CCN(CC)C(=S)SSC(=S)N(CC)CC. The result is 1 (good absorption).